Predict the reactants needed to synthesize the given product. From a dataset of Full USPTO retrosynthesis dataset with 1.9M reactions from patents (1976-2016). (1) Given the product [N+:11]([C:14]1[C:15]([CH3:29])=[C:16]2[C:21](=[C:22]([CH3:25])[C:23]=1[CH3:24])[O:20][C:19]([CH:27]=[O:28])([CH3:26])[CH2:18][CH2:17]2)([O-:13])=[O:12], predict the reactants needed to synthesize it. The reactants are: C(Cl)(=O)C(Cl)=O.CS(C)=O.[N+:11]([C:14]1[C:15]([CH3:29])=[C:16]2[C:21](=[C:22]([CH3:25])[C:23]=1[CH3:24])[O:20][C:19]([CH2:27][OH:28])([CH3:26])[CH2:18][CH2:17]2)([O-:13])=[O:12].C(N(CC)CC)C. (2) Given the product [OH:1][C:2]([C:7]1[CH:8]=[C:9]2[C:32](=[CH:33][CH:34]=1)[C:13]1=[N:14][O:15][C:16]([C:17]3[C:21]([C:22]([F:23])([F:25])[F:24])=[C:20]([C:26]4[CH:31]=[CH:30][CH:29]=[CH:28][CH:27]=4)[O:19][N:18]=3)=[C:12]1[CH2:11][CH2:10]2)([CH3:6])[C:3]([NH:35][CH2:36][CH2:37][OH:38])=[O:5], predict the reactants needed to synthesize it. The reactants are: [OH:1][C:2]([C:7]1[CH:8]=[C:9]2[C:32](=[CH:33][CH:34]=1)[C:13]1=[N:14][O:15][C:16]([C:17]3[C:21]([C:22]([F:25])([F:24])[F:23])=[C:20]([C:26]4[CH:31]=[CH:30][CH:29]=[CH:28][CH:27]=4)[O:19][N:18]=3)=[C:12]1[CH2:11][CH2:10]2)([CH3:6])[C:3]([OH:5])=O.[NH2:35][CH2:36][CH2:37][OH:38].CN1CCOCC1.F[P-](F)(F)(F)(F)F.N1(O[P+](N(C)C)(N(C)C)N(C)C)C2C=CC=CC=2N=N1. (3) Given the product [C:22]1([C:21]2[C:12]([C:9]3[CH:8]=[CH:7][C:6]([CH:2]=[O:1])=[CH:11][CH:10]=3)=[N:13][C:14]3[CH:15]=[CH:16][N:17]4[CH:30]=[N:29][N:28]=[C:18]4[C:19]=3[CH:20]=2)[CH:27]=[CH:26][CH:25]=[CH:24][CH:23]=1, predict the reactants needed to synthesize it. The reactants are: [O:1]1CCO[CH:2]1[C:6]1[CH:11]=[CH:10][C:9]([C:12]2[C:21]([C:22]3[CH:27]=[CH:26][CH:25]=[CH:24][CH:23]=3)=[CH:20][C:19]3[C:18]4=[N:28][N:29]=[CH:30][N:17]4[CH:16]=[CH:15][C:14]=3[N:13]=2)=[CH:8][CH:7]=1.